This data is from Forward reaction prediction with 1.9M reactions from USPTO patents (1976-2016). The task is: Predict the product of the given reaction. Given the reactants [N:1]1[C:8]([Cl:9])=[N:7][C:5](Cl)=[N:4][C:2]=1[Cl:3].[CH:10]12[O:17][CH:14]([CH2:15][CH2:16]1)[CH2:13][NH:12][CH2:11]2, predict the reaction product. The product is: [Cl:9][C:8]1[N:1]=[C:2]([Cl:3])[N:4]=[C:5]([N:12]2[CH2:11][CH:10]3[O:17][CH:14]([CH2:15][CH2:16]3)[CH2:13]2)[N:7]=1.